Dataset: Catalyst prediction with 721,799 reactions and 888 catalyst types from USPTO. Task: Predict which catalyst facilitates the given reaction. Reactant: [ClH:1].[C:2]1([CH:8]([C:19]2[CH:24]=[CH:23][CH:22]=[CH:21][CH:20]=2)[CH2:9][CH2:10][NH:11][CH:12]([C:14]2[S:15][CH:16]=[CH:17][CH:18]=2)[CH3:13])[CH:7]=[CH:6][CH:5]=[CH:4][CH:3]=1. Product: [ClH:1].[C:2]1([CH:8]([C:19]2[CH:24]=[CH:23][CH:22]=[CH:21][CH:20]=2)[CH2:9][CH2:10][NH:11][CH:12]([C:14]2[S:15][CH:16]=[CH:17][CH:18]=2)[CH3:13])[CH:3]=[CH:4][CH:5]=[CH:6][CH:7]=1.[ClH:1]. The catalyst class is: 28.